This data is from Merck oncology drug combination screen with 23,052 pairs across 39 cell lines. The task is: Regression. Given two drug SMILES strings and cell line genomic features, predict the synergy score measuring deviation from expected non-interaction effect. (1) Drug 1: CC(=O)OC1C(=O)C2(C)C(O)CC3OCC3(OC(C)=O)C2C(OC(=O)c2ccccc2)C2(O)CC(OC(=O)C(O)C(NC(=O)c3ccccc3)c3ccccc3)C(C)=C1C2(C)C. Drug 2: CNC(=O)c1cc(Oc2ccc(NC(=O)Nc3ccc(Cl)c(C(F)(F)F)c3)cc2)ccn1. Cell line: PA1. Synergy scores: synergy=-4.62. (2) Drug 1: O=C(O)C1(Cc2cccc(Nc3nccs3)n2)CCC(Oc2cccc(Cl)c2F)CC1. Drug 2: COC1=C2CC(C)CC(OC)C(O)C(C)C=C(C)C(OC(N)=O)C(OC)C=CC=C(C)C(=O)NC(=CC1=O)C2=O. Cell line: UACC62. Synergy scores: synergy=11.7. (3) Drug 1: CCN(CC)CCNC(=O)c1c(C)[nH]c(C=C2C(=O)Nc3ccc(F)cc32)c1C. Drug 2: CC(C)CC(NC(=O)C(Cc1ccccc1)NC(=O)c1cnccn1)B(O)O. Cell line: UWB1289BRCA1. Synergy scores: synergy=4.94. (4) Drug 1: C#Cc1cccc(Nc2ncnc3cc(OCCOC)c(OCCOC)cc23)c1. Drug 2: COC1CC2CCC(C)C(O)(O2)C(=O)C(=O)N2CCCCC2C(=O)OC(C(C)CC2CCC(OP(C)(C)=O)C(OC)C2)CC(=O)C(C)C=C(C)C(O)C(OC)C(=O)C(C)CC(C)C=CC=CC=C1C. Cell line: MDAMB436. Synergy scores: synergy=26.6. (5) Drug 1: Cn1nnc2c(C(N)=O)ncn2c1=O. Drug 2: O=C(NOCC(O)CO)c1ccc(F)c(F)c1Nc1ccc(I)cc1F. Cell line: A2780. Synergy scores: synergy=11.5. (6) Drug 1: O=S1(=O)NC2(CN1CC(F)(F)F)C1CCC2Cc2cc(C=CCN3CCC(C(F)(F)F)CC3)ccc2C1. Drug 2: CS(=O)(=O)CCNCc1ccc(-c2ccc3ncnc(Nc4ccc(OCc5cccc(F)c5)c(Cl)c4)c3c2)o1. Cell line: A427. Synergy scores: synergy=27.1. (7) Drug 1: O=S1(=O)NC2(CN1CC(F)(F)F)C1CCC2Cc2cc(C=CCN3CCC(C(F)(F)F)CC3)ccc2C1. Drug 2: O=C(NOCC(O)CO)c1ccc(F)c(F)c1Nc1ccc(I)cc1F. Cell line: NCIH1650. Synergy scores: synergy=-1.43. (8) Drug 1: CC(=O)OC1C(=O)C2(C)C(O)CC3OCC3(OC(C)=O)C2C(OC(=O)c2ccccc2)C2(O)CC(OC(=O)C(O)C(NC(=O)c3ccccc3)c3ccccc3)C(C)=C1C2(C)C. Drug 2: Cn1nnc2c(C(N)=O)ncn2c1=O. Cell line: RPMI7951. Synergy scores: synergy=7.19.